From a dataset of Forward reaction prediction with 1.9M reactions from USPTO patents (1976-2016). Predict the product of the given reaction. (1) Given the reactants Cl.[Br:2][C:3]1[CH:11]=[C:10]2[C:6]([CH:7]=[C:8]([C:12]([OH:14])=O)[NH:9]2)=[CH:5][C:4]=1[O:15][CH:16]1[CH2:21][CH2:20][N:19]([CH:22]([CH3:24])[CH3:23])[CH2:18][CH2:17]1.[CH:25]1([C:28]([N:30]2[CH2:35][CH2:34][NH:33][CH2:32][CH2:31]2)=[O:29])[CH2:27][CH2:26]1, predict the reaction product. The product is: [Br:2][C:3]1[CH:11]=[C:10]2[C:6]([CH:7]=[C:8]([C:12]([N:33]3[CH2:34][CH2:35][N:30]([C:28]([CH:25]4[CH2:26][CH2:27]4)=[O:29])[CH2:31][CH2:32]3)=[O:14])[NH:9]2)=[CH:5][C:4]=1[O:15][CH:16]1[CH2:17][CH2:18][N:19]([CH:22]([CH3:23])[CH3:24])[CH2:20][CH2:21]1. (2) The product is: [S:25]1[C:29]2[CH:30]=[CH:31][CH:32]=[CH:33][C:28]=2[C:27]([CH2:34][NH:35][CH2:21][C:20]2[CH:23]=[CH:24][C:17]([C:15]3[O:14][N:13]=[C:12]([CH2:1][CH2:2][CH2:3][CH2:4][CH2:5][CH2:6][CH2:7][CH2:8][CH2:9][CH2:10][CH3:11])[N:16]=3)=[CH:18][CH:19]=2)=[CH:26]1. Given the reactants [CH2:1]([C:12]1[N:16]=[C:15]([C:17]2[CH:24]=[CH:23][C:20]([CH:21]=O)=[CH:19][CH:18]=2)[O:14][N:13]=1)[CH2:2][CH2:3][CH2:4][CH2:5][CH2:6][CH2:7][CH2:8][CH2:9][CH2:10][CH3:11].[S:25]1[C:29]2[CH:30]=[CH:31][CH:32]=[CH:33][C:28]=2[C:27]([CH2:34][NH2:35])=[CH:26]1, predict the reaction product. (3) Given the reactants [Cl:1][C:2]1[C:3](=[O:28])[N:4]([CH2:18][CH2:19][C:20]2[CH:27]=[CH:26][C:23]([C:24]#[N:25])=[CH:22][CH:21]=2)[C:5]([CH2:9][N:10]2[CH2:14][CH2:13][CH2:12][C@@H:11]2[CH2:15][CH2:16][CH3:17])=[C:6]([Cl:8])[CH:7]=1.[N-:29]=[N+:30]=[N-:31].[Na+].Cl.C(N(CC)CC)C.O, predict the reaction product. The product is: [Cl:1][C:2]1[C:3](=[O:28])[N:4]([CH2:18][CH2:19][C:20]2[CH:27]=[CH:26][C:23]([C:24]3[NH:31][N:30]=[N:29][N:25]=3)=[CH:22][CH:21]=2)[C:5]([CH2:9][N:10]2[CH2:14][CH2:13][CH2:12][C@@H:11]2[CH2:15][CH2:16][CH3:17])=[C:6]([Cl:8])[CH:7]=1. (4) Given the reactants [NH2:1][C:2]1[CH:3]=[C:4]([CH2:8][C:9]([NH:11][C:12]2[C:20]3[C:15](=[CH:16][CH:17]=[C:18]([N:21]4[CH2:25][CH2:24][CH2:23][S:22]4(=[O:27])=[O:26])[CH:19]=3)[NH:14][N:13]=2)=[O:10])[CH:5]=[CH:6][CH:7]=1.[CH:28](=O)[CH3:29].C(O[BH-](OC(=O)C)OC(=O)C)(=O)C.[Na+].C(O)(=O)C, predict the reaction product. The product is: [O:26]=[S:22]1(=[O:27])[CH2:23][CH2:24][CH2:25][N:21]1[C:18]1[CH:19]=[C:20]2[C:15](=[CH:16][CH:17]=1)[NH:14][N:13]=[C:12]2[NH:11][C:9](=[O:10])[CH2:8][C:4]1[CH:5]=[CH:6][CH:7]=[C:2]([NH:1][CH2:28][CH3:29])[CH:3]=1. (5) Given the reactants [Br:1][C:2]1[CH:3]=[CH:4][C:5]([OH:10])=[C:6]([CH:9]=1)[CH:7]=[O:8].C([O-])([O-])=O.[K+].[K+].Cl[CH2:18][C:19]1[CH:24]=[CH:23][C:22]([F:25])=[CH:21][CH:20]=1, predict the reaction product. The product is: [Br:1][C:2]1[CH:3]=[CH:4][C:5]([O:10][CH2:18][C:19]2[CH:24]=[CH:23][C:22]([F:25])=[CH:21][CH:20]=2)=[C:6]([CH:9]=1)[CH:7]=[O:8].